This data is from Full USPTO retrosynthesis dataset with 1.9M reactions from patents (1976-2016). The task is: Predict the reactants needed to synthesize the given product. The reactants are: NC1C(C(N[C:15]2[CH:16]=[N:17][CH:18]=[C:19](F)[C:20]=2N2CCN(C(C3CNC3)=O)CC2)=O)=C2N=CC(F)=CN2N=1.[C:34]([O-:37])(O)=[O:35].[Na+].[CH3:51][C:50]([O:49][C:47](O[C:47]([O:49][C:50]([CH3:53])([CH3:52])[CH3:51])=[O:48])=[O:48])([CH3:53])[CH3:52]. Given the product [C:50]([O:49][C:47]([N:17]1[CH2:18][C:19]2[CH:18]=[N:17][CH:16]=[C:15]([C:34]([OH:37])=[O:35])[C:20]=2[CH2:15][CH2:16]1)=[O:48])([CH3:51])([CH3:52])[CH3:53], predict the reactants needed to synthesize it.